This data is from Catalyst prediction with 721,799 reactions and 888 catalyst types from USPTO. The task is: Predict which catalyst facilitates the given reaction. (1) Reactant: Cl[C:2]([O:4][CH:5]1[CH2:9][CH2:8][CH2:7][CH2:6]1)=[O:3].FC(F)(F)C(O)=O.[NH:17]1[CH2:22][CH2:21][CH:20]([N:23]2[C:27]3=[N:28][CH:29]=[N:30][C:31]([O:32][C:33]4[CH:40]=[CH:39][CH:38]=[CH:37][C:34]=4[C:35]#[N:36])=[C:26]3[CH:25]=[N:24]2)[CH2:19][CH2:18]1.C(OC(N1CCC(N2C3=NC=NC(OC4C=CC=CC=4C#N)=C3C=N2)CC1)=O)(C)(C)C.FC(F)(F)C(O)=O.C(OC1C=CC(OC2N=CN=C3N(C4CCNCC4)N=CC=23)=C(F)C=1)C.C(N(C(C)C)CC)(C)C. Product: [CH:5]1([O:4][C:2]([N:17]2[CH2:22][CH2:21][CH:20]([N:23]3[C:27]4=[N:28][CH:29]=[N:30][C:31]([O:32][C:33]5[CH:40]=[CH:39][CH:38]=[CH:37][C:34]=5[C:35]#[N:36])=[C:26]4[CH:25]=[N:24]3)[CH2:19][CH2:18]2)=[O:3])[CH2:9][CH2:8][CH2:7][CH2:6]1. The catalyst class is: 46. (2) Reactant: [F:1][C:2]1[C:7]([NH2:8])=[CH:6][CH:5]=[C:4]([F:9])[C:3]=1[NH:10][C:11]1[C:16]([C:17]2[N:25]=[CH:24][N:23]=[C:22]3[C:18]=2[N:19]=[CH:20][N:21]3[CH:26]2[CH2:31][CH2:30][CH2:29][CH2:28][O:27]2)=[CH:15][CH:14]=[CH:13][N:12]=1.[CH:32]1([S:38](Cl)(=[O:40])=[O:39])[CH2:37][CH2:36][CH2:35][CH2:34][CH2:33]1.N1C=CC=CC=1. Product: [F:1][C:2]1[C:3]([NH:10][C:11]2[C:16]([C:17]3[N:25]=[CH:24][N:23]=[C:22]4[C:18]=3[N:19]=[CH:20][N:21]4[CH:26]3[CH2:31][CH2:30][CH2:29][CH2:28][O:27]3)=[CH:15][CH:14]=[CH:13][N:12]=2)=[C:4]([F:9])[CH:5]=[CH:6][C:7]=1[NH:8][S:38]([CH:32]1[CH2:37][CH2:36][CH2:35][CH2:34][CH2:33]1)(=[O:40])=[O:39]. The catalyst class is: 4. (3) Reactant: C1C=CC(P(C2C=CC=CC=2)C2C=CC=CC=2)=CC=1.CC(OC(/N=N/C(OC(C)C)=O)=O)C.[NH2:34][C:35]([C@@H:37]1[CH2:41][CH2:40][C@H:39]([C:42]2[CH:47]=[CH:46][C:45]([OH:48])=[CH:44][CH:43]=2)[N:38]1[C:49]([O:51][C:52]([CH3:55])([CH3:54])[CH3:53])=[O:50])=[O:36].[C:56]1([C@H:62](O)[CH3:63])[CH:61]=[CH:60][CH:59]=[CH:58][CH:57]=1. Product: [NH2:34][C:35]([C@@H:37]1[CH2:41][CH2:40][C@H:39]([C:42]2[CH:47]=[CH:46][C:45]([O:48][C@@H:62]([C:56]3[CH:61]=[CH:60][CH:59]=[CH:58][CH:57]=3)[CH3:63])=[CH:44][CH:43]=2)[N:38]1[C:49]([O:51][C:52]([CH3:55])([CH3:54])[CH3:53])=[O:50])=[O:36]. The catalyst class is: 1. (4) Reactant: [CH2:1]([O:3][C:4]1[N:12]=[CH:11][CH:10]=[CH:9][C:5]=1[C:6]([OH:8])=[O:7])[CH3:2].C(=O)([O-])[O-].[Cs+].[Cs+].[CH2:19](I)[CH3:20]. Product: [CH2:1]([O:3][C:4]1[N:12]=[CH:11][CH:10]=[CH:9][C:5]=1[C:6]([O:8][CH2:19][CH3:20])=[O:7])[CH3:2]. The catalyst class is: 9. (5) Reactant: [NH2:1][C:2]1[CH:3]=[C:4]([C@:8]23[CH2:16][N:15]([C:17]4[N:22]=[CH:21][C:20]([F:23])=[CH:19][N:18]=4)[CH2:14][C@H:13]2[CH2:12][S:11][C:10]([NH:24][C:25](=[O:32])[C:26]2[CH:31]=[CH:30][CH:29]=[CH:28][CH:27]=2)=[N:9]3)[CH:5]=[CH:6][CH:7]=1.[F:33][C:34]1[C:35]([C:41](O)=[O:42])=[N:36][CH:37]=[C:38]([F:40])[CH:39]=1.ON1C2C=CC=CC=2N=N1.Cl.CN(C)CCCN=C=NCC.C(N(C(C)C)CC)(C)C. Product: [C:25]([NH:24][C:10]1[S:11][CH2:12][C@@H:13]2[CH2:14][N:15]([C:17]3[N:22]=[CH:21][C:20]([F:23])=[CH:19][N:18]=3)[CH2:16][C@:8]2([C:4]2[CH:3]=[C:2]([NH:1][C:41]([C:35]3[C:34]([F:33])=[CH:39][C:38]([F:40])=[CH:37][N:36]=3)=[O:42])[CH:7]=[CH:6][CH:5]=2)[N:9]=1)(=[O:32])[C:26]1[CH:27]=[CH:28][CH:29]=[CH:30][CH:31]=1. The catalyst class is: 4. (6) Reactant: [C:1]1([P:7]([C:14]2[CH:19]=[CH:18][CH:17]=[CH:16][CH:15]=2)[C:8]2[CH:13]=[CH:12][CH:11]=[CH:10][CH:9]=2)[CH:6]=[CH:5][CH:4]=[CH:3][CH:2]=1.C([Si]([O:27][CH2:28][C:29]1[CH:34]=[C:33]([CH2:35][Cl:36])[CH:32]=[C:31]([Cl:37])[CH:30]=1)(C)C)(C)(C)C. Product: [Cl-:36].[Cl:37][C:31]1[CH:32]=[C:33]([CH:34]=[C:29]([CH2:28][OH:27])[CH:30]=1)[CH2:35][P+:7]([C:1]1[CH:2]=[CH:3][CH:4]=[CH:5][CH:6]=1)([C:8]1[CH:13]=[CH:12][CH:11]=[CH:10][CH:9]=1)[C:14]1[CH:15]=[CH:16][CH:17]=[CH:18][CH:19]=1. The catalyst class is: 11. (7) Reactant: [Li][CH2:2][CH2:3][CH2:4][CH3:5].CC1[O:8][CH:9]=[CH:10][CH:11]=1.C1[O:14]C1. Product: [CH3:5][C:4]1[O:8][C:9]([CH2:10][CH2:11][OH:14])=[CH:2][CH:3]=1. The catalyst class is: 1. (8) Reactant: C([NH:3][C:4]1[CH:5]=[C:6]([C:14]([NH2:16])=[O:15])[C:7]2[N:11]=[CH:10][NH:9][C:8]=2[C:12]=1[CH3:13])=O.Cl. Product: [NH2:3][C:4]1[CH:5]=[C:6]([C:14]([NH2:16])=[O:15])[C:7]2[N:11]=[CH:10][NH:9][C:8]=2[C:12]=1[CH3:13]. The catalyst class is: 5. (9) Reactant: [ClH:1].[CH3:2][O:3][C:4]1[CH:5]=[C:6]([C:12]2[CH:13]([CH3:25])[CH2:14][C:15](=[O:24])[N:16]([CH:18]3[CH2:23][CH2:22][NH:21][CH2:20][CH2:19]3)[N:17]=2)[CH:7]=[CH:8][C:9]=1[O:10][CH3:11].Cl.[Cl:27][CH2:28][C:29]1[CH:30]=[N:31][CH:32]=[CH:33][CH:34]=1.C(=O)([O-])[O-].[K+].[K+].O. Product: [ClH:27].[ClH:1].[CH3:2][O:3][C:4]1[CH:5]=[C:6]([C:12]2[CH:13]([CH3:25])[CH2:14][C:15](=[O:24])[N:16]([CH:18]3[CH2:23][CH2:22][N:21]([CH2:28][C:29]4[CH:30]=[N:31][CH:32]=[CH:33][CH:34]=4)[CH2:20][CH2:19]3)[N:17]=2)[CH:7]=[CH:8][C:9]=1[O:10][CH3:11]. The catalyst class is: 9.